The task is: Regression. Given a peptide amino acid sequence and an MHC pseudo amino acid sequence, predict their binding affinity value. This is MHC class II binding data.. This data is from Peptide-MHC class II binding affinity with 134,281 pairs from IEDB. (1) The peptide sequence is RLVEGVLAEIDDVCL. The MHC is HLA-DPA10201-DPB10501 with pseudo-sequence HLA-DPA10201-DPB10501. The binding affinity (normalized) is 0.0716. (2) The peptide sequence is RCALHWFPGSHLLHV. The MHC is DRB1_1001 with pseudo-sequence DRB1_1001. The binding affinity (normalized) is 0.324. (3) The peptide sequence is HEAINIALIAVSLIA. The MHC is H-2-IAb with pseudo-sequence H-2-IAb. The binding affinity (normalized) is 0.118. (4) The peptide sequence is FKSGRGCGSCFEIKC. The MHC is DRB1_1101 with pseudo-sequence DRB1_1101. The binding affinity (normalized) is 0.153.